Dataset: Forward reaction prediction with 1.9M reactions from USPTO patents (1976-2016). Task: Predict the product of the given reaction. Given the reactants N#N.[NH2:3][C:4]1[C:9]([N+:10]([O-:12])=[O:11])=[C:8]([CH3:13])[CH:7]=[CH:6][N:5]=1.[N:14]1[CH:19]=[CH:18][CH:17]=[CH:16][C:15]=1[CH:20]=O, predict the reaction product. The product is: [NH2:3][C:4]1[C:9]([N+:10]([O-:12])=[O:11])=[C:8]([CH:13]=[CH:20][C:15]2[CH:16]=[CH:17][CH:18]=[CH:19][N:14]=2)[CH:7]=[CH:6][N:5]=1.